Predict the reactants needed to synthesize the given product. From a dataset of Full USPTO retrosynthesis dataset with 1.9M reactions from patents (1976-2016). (1) Given the product [Cl:7][C:8]1[CH:9]=[C:10]([CH:26]=[CH:27][C:28]=1[F:29])[O:11][C:12]1[N:17]=[CH:16][N:15]=[C:14]([NH:18][C:19]2[CH:20]=[C:21]([NH:25][C:43](=[O:44])/[CH:42]=[CH:41]/[CH2:40][N:38]([CH3:39])[CH3:37])[CH:22]=[CH:23][CH:24]=2)[CH:13]=1, predict the reactants needed to synthesize it. The reactants are: C(Cl)(=O)C(Cl)=O.[Cl:7][C:8]1[CH:9]=[C:10]([CH:26]=[CH:27][C:28]=1[F:29])[O:11][C:12]1[N:17]=[CH:16][N:15]=[C:14]([NH:18][C:19]2[CH:20]=[C:21]([NH2:25])[CH:22]=[CH:23][CH:24]=2)[CH:13]=1.CN1C(=O)CCC1.[CH3:37][N:38]([CH2:40]/[CH:41]=[CH:42]/[C:43](Cl)=[O:44])[CH3:39]. (2) Given the product [CH:31]1([C@@H:37]2[NH:42][C:41](=[O:43])[C@H:40]([CH2:44][CH:45]([CH3:47])[CH3:46])[N:39]([C:60]([C:57]3[N:56]=[C:55]([C:52]4[CH:53]=[CH:54][C:49]([F:48])=[CH:50][CH:51]=4)[O:59][N:58]=3)=[O:61])[CH2:38]2)[CH2:32][CH2:33][CH2:34][CH2:35][CH2:36]1, predict the reactants needed to synthesize it. The reactants are: C([C@@H]1N(C(=O)C2C=CC(OC3C=CC=CC=3)=CC=2)C[C@H](CC(C)C)NC1=O)C(C)C.[CH:31]1([C@@H:37]2[NH:42][C:41](=[O:43])[C@H:40]([CH2:44][CH:45]([CH3:47])[CH3:46])[NH:39][CH2:38]2)[CH2:36][CH2:35][CH2:34][CH2:33][CH2:32]1.[F:48][C:49]1[CH:54]=[CH:53][C:52]([C:55]2[O:59][N:58]=[C:57]([C:60](O)=[O:61])[N:56]=2)=[CH:51][CH:50]=1. (3) Given the product [Br:12][C:13]1[C:28]([CH3:29])=[CH:27][C:16]([O:17][CH2:18][CH:19]([C:24]2([CH3:26])[CH2:25][O:9]2)[C:20]([CH3:23])([OH:22])[CH3:21])=[CH:15][C:14]=1[CH3:30], predict the reactants needed to synthesize it. The reactants are: C1C=C(Cl)C=C(C(OO)=[O:9])C=1.[Br:12][C:13]1[C:28]([CH3:29])=[CH:27][C:16]([O:17][CH2:18][CH:19]([C:24]([CH3:26])=[CH2:25])[C:20]([CH3:23])([OH:22])[CH3:21])=[CH:15][C:14]=1[CH3:30].